Task: Regression. Given a peptide amino acid sequence and an MHC pseudo amino acid sequence, predict their binding affinity value. This is MHC class I binding data.. Dataset: Peptide-MHC class I binding affinity with 185,985 pairs from IEDB/IMGT (1) The peptide sequence is VQYRILPMI. The MHC is HLA-A02:06 with pseudo-sequence HLA-A02:06. The binding affinity (normalized) is 0.740. (2) The peptide sequence is WAPEGDIRL. The MHC is HLA-B07:02 with pseudo-sequence HLA-B07:02. The binding affinity (normalized) is 0.227. (3) The peptide sequence is PENQEDPLVL. The MHC is HLA-B44:02 with pseudo-sequence HLA-B44:02. The binding affinity (normalized) is 0. (4) The peptide sequence is NTDHIDPIKI. The MHC is HLA-A02:01 with pseudo-sequence HLA-A02:01. The binding affinity (normalized) is 0.